Dataset: Peptide-MHC class I binding affinity with 185,985 pairs from IEDB/IMGT. Task: Regression. Given a peptide amino acid sequence and an MHC pseudo amino acid sequence, predict their binding affinity value. This is MHC class I binding data. (1) The peptide sequence is EYYFRNEVF. The MHC is HLA-B15:17 with pseudo-sequence HLA-B15:17. The binding affinity (normalized) is 0.0847. (2) The peptide sequence is KQNHMQILK. The MHC is HLA-A03:01 with pseudo-sequence HLA-A03:01. The binding affinity (normalized) is 0.533. (3) The peptide sequence is FLGKIWPSHK. The MHC is HLA-A01:01 with pseudo-sequence HLA-A01:01. The binding affinity (normalized) is 0. (4) The peptide sequence is SVIDHIHYM. The MHC is HLA-B15:42 with pseudo-sequence HLA-B15:42. The binding affinity (normalized) is 0.213.